From a dataset of Forward reaction prediction with 1.9M reactions from USPTO patents (1976-2016). Predict the product of the given reaction. (1) Given the reactants [Br:1]N1C(=O)CCC1=O.ClC1C=CC=CC=1.[C:16]12[CH2:23][CH2:22][C:21]=1[CH:20]=[CH:19][CH:18]=[CH:17]2, predict the reaction product. The product is: [Br:1][CH:22]1[C:21]2[CH:20]=[CH:19][CH:18]=[CH:17][C:16]=2[CH2:23]1. (2) Given the reactants Cl[CH2:2][C:3]([NH2:5])=[O:4].[CH:6]([N:9]1[CH2:14][CH2:13][CH:12]([NH:15][S:16]([CH2:19][CH2:20][NH:21][C:22]([C:24]2[S:25][C:26]([Cl:29])=[CH:27][CH:28]=2)=[O:23])(=[O:18])=[O:17])[CH2:11][CH2:10]1)([CH3:8])[CH3:7], predict the reaction product. The product is: [C:3]([CH2:2][N:15]([CH:12]1[CH2:13][CH2:14][N:9]([CH:6]([CH3:8])[CH3:7])[CH2:10][CH2:11]1)[S:16]([CH2:19][CH2:20][NH:21][C:22]([C:24]1[S:25][C:26]([Cl:29])=[CH:27][CH:28]=1)=[O:23])(=[O:17])=[O:18])(=[O:4])[NH2:5]. (3) Given the reactants [Li]CCCC.[CH3:6][C:7]1[S:8][CH:9]=[C:10]([C:12]([OH:14])=[O:13])[N:11]=1.[Br:15]Br.O, predict the reaction product. The product is: [Br:15][C:9]1[S:8][C:7]([CH3:6])=[N:11][C:10]=1[C:12]([OH:14])=[O:13]. (4) Given the reactants [CH2:1]([N:3]1[C:11]2[C:6](=[CH:7][CH:8]=[C:9]([OH:12])[CH:10]=2)[CH:5]=[N:4]1)[CH3:2].Cl[C:14]1[N:15]=[C:16]([OH:30])[C:17]2[CH:23]=[CH:22][N:21]=[C:20]([C:24]3[N:25]=[CH:26][N:27]([CH3:29])[CH:28]=3)[C:18]=2[N:19]=1, predict the reaction product. The product is: [CH2:1]([N:3]1[C:11]2[C:6](=[CH:7][CH:8]=[C:9]([O:12][C:14]3[N:15]=[C:16]([OH:30])[C:17]4[CH:23]=[CH:22][N:21]=[C:20]([C:24]5[N:25]=[CH:26][N:27]([CH3:29])[CH:28]=5)[C:18]=4[N:19]=3)[CH:10]=2)[CH:5]=[N:4]1)[CH3:2]. (5) Given the reactants [Br:1][C:2]1[CH:25]=[CH:24][C:5]2[C:6]([CH3:23])=NC(NC(=O)OCC3C=CC=CC=3)C(=O)[NH:10][C:4]=2[CH:3]=1.C(=O)([O-])[O-:27].[K+].[K+].IC, predict the reaction product. The product is: [NH2:10][C:4]1[CH:3]=[C:2]([Br:1])[CH:25]=[CH:24][C:5]=1[C:6](=[O:27])[CH3:23]. (6) Given the reactants [N:1]1([C:14]([O:16][C:17]([CH3:20])([CH3:19])[CH3:18])=[O:15])[CH2:10][C:9]2[C:4](=[CH:5][CH:6]=[CH:7][CH:8]=2)[CH2:3][C@@H:2]1[C:11]([OH:13])=O.Cl.[CH3:22]OCN.C1C=C[C:29]2[N:34]([OH:35])N=NC=2C=1.C(Cl)CCl.CCN(C(C)C)C(C)C, predict the reaction product. The product is: [N:1]1([C:14]([O:16][C:17]([CH3:20])([CH3:19])[CH3:18])=[O:15])[CH2:10][C:9]2[C:4](=[CH:5][CH:6]=[CH:7][CH:8]=2)[CH2:3][C@@H:2]1[C:11]([N:34]([O:35][CH3:22])[CH3:29])=[O:13].